Dataset: Reaction yield outcomes from USPTO patents with 853,638 reactions. Task: Predict the reaction yield, written as a fraction of the theoretical maximum amount of product (1.0 means a 100% yield; for example, 0.34 means a 34% yield). (1) The reactants are C(O)(C(F)(F)F)=O.[C:8]([NH:16][C@@H:17]1[C:23](=[O:24])[N:22]2[C@H:25]([C:29]([O:31]C(C)(C)C)=[O:30])[CH2:26][CH2:27][CH2:28][N:21]2[C:20](=[O:36])[CH2:19][CH2:18]1)(=[O:15])[C:9]1[CH:14]=[CH:13][CH:12]=[CH:11][CH:10]=1. The catalyst is C(Cl)Cl. The product is [C:8]([NH:16][C@@H:17]1[C:23](=[O:24])[N:22]2[C@H:25]([C:29]([OH:31])=[O:30])[CH2:26][CH2:27][CH2:28][N:21]2[C:20](=[O:36])[CH2:19][CH2:18]1)(=[O:15])[C:9]1[CH:14]=[CH:13][CH:12]=[CH:11][CH:10]=1. The yield is 0.850. (2) The reactants are [Cl:1][C:2]1[C:3]2[N:4]([C:8]([CH:18]=[O:19])=[C:9]([C:11]3[CH:16]=[CH:15][C:14]([F:17])=[CH:13][CH:12]=3)[N:10]=2)[CH:5]=[CH:6][CH:7]=1.[C:20]([Mg]Br)#[CH:21].O. The yield is 0.550. The catalyst is O1CCCC1.ClCCl.[O-2].[O-2].[Mn+4]. The product is [Cl:1][C:2]1[C:3]2[N:4]([C:8]([C:18](=[O:19])[C:20]#[CH:21])=[C:9]([C:11]3[CH:16]=[CH:15][C:14]([F:17])=[CH:13][CH:12]=3)[N:10]=2)[CH:5]=[CH:6][CH:7]=1. (3) The reactants are [Cl:1][C:2]1[CH:7]=[CH:6][C:5]([C:8]2[C:12]([CH2:13][O:14][C:15]3[CH:23]=[CH:22][C:18]([C:19]([OH:21])=O)=[CH:17][N:16]=3)=[CH:11][O:10][N:9]=2)=[CH:4][CH:3]=1.[NH2:24][C:25]([CH3:29])([CH3:28])[CH2:26][OH:27]. No catalyst specified. The product is [Cl:1][C:2]1[CH:3]=[CH:4][C:5]([C:8]2[C:12]([CH2:13][O:14][C:15]3[CH:23]=[CH:22][C:18]([C:19]([NH:24][C:25]([CH3:29])([CH3:28])[CH2:26][OH:27])=[O:21])=[CH:17][N:16]=3)=[CH:11][O:10][N:9]=2)=[CH:6][CH:7]=1. The yield is 0.450. (4) The reactants are [CH2:1]([N:3]1[C:7](=[NH:8])/[C:6](=[CH:9]\[C:10]2[CH:15]=[CH:14][C:13]([OH:16])=[C:12]([O:17][CH3:18])[CH:11]=2)/[N:5]([CH3:19])[C:4]1=[O:20])[CH3:2].C(=O)([O-])[O-].[K+].[K+].Br[CH2:28][C:29]1[CH:34]=[CH:33][CH:32]=[CH:31][C:30]=1[C:35]([F:38])([F:37])[F:36].[OH-].[Na+]. The catalyst is CN(C)C=O. The product is [CH2:1]([N:3]1[C:7](=[NH:8])/[C:6](=[CH:9]/[C:10]2[CH:15]=[CH:14][C:13]([O:16][CH2:28][C:29]3[CH:34]=[CH:33][CH:32]=[CH:31][C:30]=3[C:35]([F:36])([F:37])[F:38])=[C:12]([O:17][CH3:18])[CH:11]=2)/[N:5]([CH3:19])[C:4]1=[O:20])[CH3:2]. The yield is 0.310. (5) The reactants are [C:1]1([C@@H:13]2[CH2:18][CH2:17][C@H:16]([CH:19]=O)[CH2:15][CH2:14]2)[N:2]=[N:3][N:4]2[C:9]=1[C:8]1[CH:10]=[CH:11][NH:12][C:7]=1[N:6]=[CH:5]2.Cl.[OH:22][CH:23]1[CH2:26][NH:25][CH2:24]1.B.N1C=CC=CC=1C.O. The catalyst is CO.O1CCCC1.C(O)(=O)C. The product is [C:1]1([C@@H:13]2[CH2:18][CH2:17][C@H:16]([CH2:19][N:25]3[CH2:26][CH:23]([OH:22])[CH2:24]3)[CH2:15][CH2:14]2)[N:2]=[N:3][N:4]2[C:9]=1[C:8]1[CH:10]=[CH:11][NH:12][C:7]=1[N:6]=[CH:5]2. The yield is 0.310.